From a dataset of Catalyst prediction with 721,799 reactions and 888 catalyst types from USPTO. Predict which catalyst facilitates the given reaction. (1) Reactant: [C:1]([O:5][C:6]([NH:8][C@H:9]([CH2:30][C:31]1[CH:36]=[C:35]([F:37])[CH:34]=[CH:33][C:32]=1[F:38])[CH2:10][C:11]([N:13]1[CH2:22][C:21]2[N:20]=[C:19]([C:23]([F:26])([F:25])[F:24])[C:18]([C:27]([OH:29])=O)=[CH:17][C:16]=2[CH2:15][CH2:14]1)=[O:12])=[O:7])([CH3:4])([CH3:3])[CH3:2].Cl.CN(C)CCCN=C=NCC.ON1C2C=CC=CC=2N=N1.C(N(CC)C(C)C)(C)C.[C:70]([NH2:74])([CH3:73])([CH3:72])[CH3:71]. The catalyst class is: 4. Product: [C:1]([O:5][C:6]([NH:8][C@H:9]([CH2:30][C:31]1[CH:36]=[C:35]([F:37])[CH:34]=[CH:33][C:32]=1[F:38])[CH2:10][C:11]([N:13]1[CH2:22][C:21]2[N:20]=[C:19]([C:23]([F:24])([F:25])[F:26])[C:18]([C:27]([NH:74][C:70]([CH3:73])([CH3:72])[CH3:71])=[O:29])=[CH:17][C:16]=2[CH2:15][CH2:14]1)=[O:12])=[O:7])([CH3:2])([CH3:4])[CH3:3]. (2) Reactant: C(OC([NH:8][CH:9]([CH2:15][CH3:16])[CH:10]([OH:14])[C:11]([OH:13])=O)=O)(C)(C)C.C(Cl)CCl.C1C=CC2N(O)N=NC=2C=1.[CH2:31]([NH2:38])[C:32]1[CH:37]=[CH:36][CH:35]=[CH:34][CH:33]=1.CN1CCOCC1. Product: [CH2:31]([NH:38][C:11](=[O:13])[C@@H:10]([OH:14])[CH:9]([NH2:8])[CH2:15][CH3:16])[C:32]1[CH:37]=[CH:36][CH:35]=[CH:34][CH:33]=1. The catalyst class is: 4. (3) Reactant: C(OC(=O)[NH:10][CH:11]([C:14]1([C:31]2[CH:36]=[CH:35][C:34]([O:37][CH3:38])=[CH:33][CH:32]=2)[CH2:19][CH2:18][CH:17]([NH:20][C:21]2[CH:22]=[C:23]3[C:28](=[CH:29][CH:30]=2)[CH:27]=[N:26][CH:25]=[CH:24]3)[CH2:16][CH2:15]1)[CH2:12][CH3:13])C1C=CC=CC=1. Product: [NH2:10][CH:11]([C:14]1([C:31]2[CH:32]=[CH:33][C:34]([O:37][CH3:38])=[CH:35][CH:36]=2)[CH2:19][CH2:18][CH:17]([NH:20][C:21]2[CH:22]=[C:23]3[C:28](=[CH:29][CH:30]=2)[CH:27]=[N:26][CH:25]=[CH:24]3)[CH2:16][CH2:15]1)[CH2:12][CH3:13]. The catalyst class is: 19. (4) The catalyst class is: 4. Reactant: C(OC([N:8]1[CH2:13][CH2:12][CH:11]([O:14][C:15]2[CH:20]=[CH:19][C:18]([Br:21])=[CH:17][N:16]=2)[CH2:10][CH2:9]1)=O)(C)(C)C.[F:22][C:23]([F:28])([F:27])[C:24]([OH:26])=[O:25]. Product: [F:22][C:23]([F:28])([F:27])[C:24]([OH:26])=[O:25].[Br:21][C:18]1[CH:19]=[CH:20][C:15]([O:14][CH:11]2[CH2:12][CH2:13][NH:8][CH2:9][CH2:10]2)=[N:16][CH:17]=1.